Dataset: Catalyst prediction with 721,799 reactions and 888 catalyst types from USPTO. Task: Predict which catalyst facilitates the given reaction. (1) The catalyst class is: 4. Reactant: [NH2:1][C:2]1[CH:7]=[CH:6][CH:5]=[CH:4][N:3]=1.C(N(CC)CC)C.[C:15](Cl)(=[O:20])[C:16](C)([CH3:18])[CH3:17]. Product: [N:3]1[CH:4]=[CH:5][CH:6]=[CH:7][C:2]=1[NH:1][C:15](=[O:20])[CH:16]([CH3:18])[CH3:17]. (2) Reactant: C1C(=O)N(Cl)C(=O)C1.[F:9][C:10]1[CH:11]=[C:12]([CH:16]=[C:17]([F:19])[CH:18]=1)[CH:13]=[N:14][OH:15].[C:20]([C:22](=[CH2:28])[C:23]([O:25][CH2:26][CH3:27])=[O:24])#[N:21].C([O-])(O)=O.[Na+]. Product: [C:20]([C:22]1([C:23]([O:25][CH2:26][CH3:27])=[O:24])[O:15][N:14]=[C:13]([C:12]2[CH:11]=[C:10]([F:9])[CH:18]=[C:17]([F:19])[CH:16]=2)[CH2:28]1)#[N:21]. The catalyst class is: 18.